This data is from Catalyst prediction with 721,799 reactions and 888 catalyst types from USPTO. The task is: Predict which catalyst facilitates the given reaction. (1) Reactant: [CH3:1][C:2]1[CH:3]=[C:4]([N+:9]([O-:11])=[O:10])[C:5](=O)[NH:6][CH:7]=1.N1C=CC=CC=1.P(Cl)(Cl)([Cl:20])=O.C(=O)([O-])[O-].[Na+].[Na+]. Product: [Cl:20][C:5]1[C:4]([N+:9]([O-:11])=[O:10])=[CH:3][C:2]([CH3:1])=[CH:7][N:6]=1. The catalyst class is: 159. (2) Product: [F:1][C:2]1[CH:3]=[C:4]([NH:19][C:33]([C:29]2[C:28](=[O:36])[N:27]([C:24]3[CH:23]=[CH:22][C:21]([F:20])=[CH:26][CH:25]=3)[CH:32]=[CH:31][CH:30]=2)=[O:34])[CH:5]=[CH:6][C:7]=1[O:8][C:9]1[C:14]2=[C:15]([CH3:18])[CH:16]=[CH:17][N:13]2[N:12]=[CH:11][N:10]=1. The catalyst class is: 272. Reactant: [F:1][C:2]1[CH:3]=[C:4]([NH2:19])[CH:5]=[CH:6][C:7]=1[O:8][C:9]1[C:14]2=[C:15]([CH3:18])[CH:16]=[CH:17][N:13]2[N:12]=[CH:11][N:10]=1.[F:20][C:21]1[CH:26]=[CH:25][C:24]([N:27]2[CH:32]=[CH:31][CH:30]=[C:29]([C:33](Cl)=[O:34])[C:28]2=[O:36])=[CH:23][CH:22]=1.